This data is from Experimentally validated miRNA-target interactions with 360,000+ pairs, plus equal number of negative samples. The task is: Binary Classification. Given a miRNA mature sequence and a target amino acid sequence, predict their likelihood of interaction. (1) The miRNA is hsa-miR-103a-2-5p with sequence AGCUUCUUUACAGUGCUGCCUUG. The protein sequence of the target gene is MASAASVTSLADEVNCPICQGTLREPVTIDCGHNFCRACLTRYCEIPGPDLEESPTCPLCKEPFRPGSFRPNWQLANVVENIERLQLVSTLGLGEEDVCQEHGEKIYFFCEDDEMQLCVVCREAGEHATHTMRFLEDAAAPYREQIHKCLKCLRKEREEIQEIQSRENKRMQVLLTQVSTKRQQVISEFAHLRKFLEEQQSILLAQLESQDGDILRQRDEFDLLVAGEICRFSALIEELEEKNERPARELLTDIRSTLIRCETRKCRKPVAVSPELGQRIRDFPQQALPLQREMKMFLEK.... Result: 1 (interaction). (2) The miRNA is mmu-miR-1190 with sequence UCAGCUGAGGUUCCCCUCUGUC. The protein sequence of the target gene is MTSSGPGPRFLLLLPLLLPPAASASDRPRGRDPVNPEKLLVITVATAETEGYLRFLRSAEFFNYTVRTLGLGEEWRGGDVARTVGGGQKVRWLKKEMEKYADREDMIIMFVDSYDVILAGSPTELLKKFVQSGSRLLFSAESFCWPEWGLAEQYPEVGTGKRFLNSGGFIGFATTIHQIVRQWKYKDDDDDQLFYTRLYLDPGLREKLSLNLDHKSRIFQNLNGALDEVVLKFDRNRVRIRNVAYDTLPIVVHGNGPTKLQLNYLGNYVPNGWTPEGGCGFCNQDRRTLPGGQPPPRVFL.... Result: 0 (no interaction). (3) The miRNA is mmu-miR-539-5p with sequence GGAGAAAUUAUCCUUGGUGUGU. The protein sequence of the target gene is MEQGEASPPVPAEHEAKCDTSNNEEEGELFDFDSGDEVPEADRQVPSADDRTRGAEAGGADENTCPAGNGTGAEPAPEAEPAKLVVPTKVNPYSVIDITPLQEDQPSSPDANTEEEGVGLRVPSGYSVPVPCGYAVPSNLPLLLPAYSSPVIIRAESVEEEEAAETVGDGQCNSLSSEDLPHSSEQGSQEGSALARWAADPANTAWMENPEEAIYDDVPRENSDSEPDEMIYDDVENGEEGGNSSPEYGWSSSEFESYEEPSDSEGKNGIPRSFLRSSHKKQLSHDLTRFKAHCEEKMRG.... Result: 0 (no interaction). (4) The miRNA is hsa-miR-494-3p with sequence UGAAACAUACACGGGAAACCUC. The protein sequence of the target gene is MWCLERLRLGPECLRRSGDWLLPGRARGAKSRTTAACANVLTPDRIPEFCIPPRLMPRLALAALRNSWVEEAGMDEGAGRTDWDPRSQAALSLPHLPRVRTAYGFCALLESPHTRRKESLLLGGPPAPRPRAHTYGGGGGPDALLGTLRVPRAPGPATPAAPGCPRPPQDALARRPRGCRLLRVPDGLLSRALRAGRSRRLTRVRSVSSGNEDKERRAGSQSPARAPSTSPPSSRVPFPERLEAEGTVALGRAGDALRLAAEYCPGTGRLRLRLLRAESPAGGAPGPRAVSCRLSLVLRP.... Result: 1 (interaction). (5) The miRNA is hsa-miR-215-5p with sequence AUGACCUAUGAAUUGACAGAC. The protein sequence of the target gene is MKVLLRLICFIALLISSLEADKCKEREEKIILVSSANEIDVRPCPLNPNEHKGTITWYKDDSKTPVSTEQASRIHQHKEKLWFVPAKVEDSGHYYCVVRNSSYCLRIKISAKFVENEPNLCYNAQAIFKQKLPVAGDGGLVCPYMEFFKNENNELPKLQWYKDCKPLLLDNIHFSGVKDRLIVMNVAEKHRGNYTCHASYTYLGKQYPITRVIEFITLEENKPTRPVIVSPANETMEVDLGSQIQLICNVTGQLSDIAYWKWNGSVIDEDDPVLGEDYYSVENPANKRRSTLITVLNISE.... Result: 1 (interaction). (6) The miRNA is mmu-miR-760-5p with sequence CCCCUCAGGCCACCAGAGCCCGG. The protein sequence of the target gene is MAAAGPSTRASSAAAAAALSRRGRRGRCDEMAAAKAGAPGPASSPALLVLRSAPRPEESGCTGCLETPGEVAALPCSHSRCRGCASRAAGPGCRRCRPRGSGWARRRARDDGQAAAELMGERARRGQPEPCRPRRDGGAAASGPRPEPEPLAEPEFIFRTPIKLSKPGELSEEYGCLRKLRGEKLQEEKDCDDQIHKLLQEDSEMGKRKADEQKKRDEAVVLKTSLEQCPARLSDSENEEPSRGQMMQTHRSAFVSKNSSCSLAFLAGKLNTKVQRSQSCSDTVQDRVRSRLRTAPPNRA.... Result: 0 (no interaction). (7) The miRNA is hsa-miR-28-5p with sequence AAGGAGCUCACAGUCUAUUGAG. The protein sequence of the target gene is MASSDCEGHAGQEGETFLYFAYGSNLLTERIHLRNPSAVFCCVARLQDFKLDFGNFQGKMSERWHGGIATIFQSPGDEVWGVVWRMNKSNISSLDEQEGVKSGVYVVIEIKVSTREGKEITCRSYLMTNYESAPPSPQYKKVICMGAKENGLPQEYQEKLKAIEPNEYKGKISDEMEDIIKKGESKLS. Result: 0 (no interaction). (8) The miRNA is mmu-miR-592-5p with sequence AUUGUGUCAAUAUGCGAUGAUGU. The protein sequence of the target gene is MDVDGRWRNLPSGPSLKHLTDPSYGIPPEQQKAALQDLTRAHVDSFNYAALEGLSHAVQAIPPFEFAFKDERISLTIVDAVISPPSVPKGTICKDLNVYPAECRGRKSTYRGRLTADISWAVNGVPKGIIKQFLGYVPIMVKSKLCNLYNLPPRVLIEHHEEAEEMGGYFIINGIEKVIRMLIVPRRNFPIAMVRPKWKSRGLGYTQFGVSMRCVREEHSAVNMNLHYVENGTVMLNFIYRKELFFLPLGFALKALVSFSDYQIFQELIKGKEEDSFFRNSVSQMLRIVIEEGCHSQKQV.... Result: 0 (no interaction). (9) The miRNA is hsa-miR-335-5p with sequence UCAAGAGCAAUAACGAAAAAUGU. The protein sequence of the target gene is MRGLGLWLLGAMMLPAIAPSRPWALMEQYEVVLPWRLPGPRVRRALPSHLGLHPERVSYVLGATGHNFTLHLRKNRDLLGSGYTETYTAANGSEVTEQPRGQDHCFYQGHVEGYPDSAASLSTCAGLRGFFQVGSDLHLIEPLDEGGEGGRHAVYQAEHLLQTAGTCGVSDDSLGSLLGPRTAAVFRPRPGDSLPSRETRYVELYVVVDNAEFQMLGSEAAVRHRVLEVVNHVDKLYQKLNFRVVLVGLEIWNSQDRFHVSPDPSVTLENLLTWQARQRTRRHLHDNVQLITGVDFTGTT.... Result: 1 (interaction).